From a dataset of Reaction yield outcomes from USPTO patents with 853,638 reactions. Predict the reaction yield, written as a fraction of the theoretical maximum amount of product (1.0 means a 100% yield; for example, 0.34 means a 34% yield). (1) The reactants are [CH2:1]([C:3]1[N:7]([C:8]2[N:16]=[C:15]3[C:11]([N:12]=[C:13]([CH:18]=O)[N:14]3[CH3:17])=[C:10]([N:20]3[CH2:25][CH2:24][O:23][CH2:22][CH2:21]3)[N:9]=2)[C:6]2[CH:26]=[CH:27][CH:28]=[CH:29][C:5]=2[N:4]=1)[CH3:2].[O:30]1[CH2:33][CH:32]([N:34]2[CH2:39][CH2:38][NH:37][CH2:36][CH2:35]2)[CH2:31]1.C(O[BH-](OC(=O)C)OC(=O)C)(=O)C.[Na+]. The catalyst is ClCCCl. The product is [CH2:1]([C:3]1[N:7]([C:8]2[N:16]=[C:15]3[C:11]([N:12]=[C:13]([CH2:18][N:37]4[CH2:38][CH2:39][N:34]([CH:32]5[CH2:33][O:30][CH2:31]5)[CH2:35][CH2:36]4)[N:14]3[CH3:17])=[C:10]([N:20]3[CH2:25][CH2:24][O:23][CH2:22][CH2:21]3)[N:9]=2)[C:6]2[CH:26]=[CH:27][CH:28]=[CH:29][C:5]=2[N:4]=1)[CH3:2]. The yield is 0.370. (2) The reactants are O=S(Cl)Cl.[C:5]([C:9]1[NH:10][C:11]2[C:16]([CH:17]=1)=[CH:15][C:14]([N+:18]([O-:20])=[O:19])=[CH:13][C:12]=2[C:21]([OH:23])=[O:22])([CH3:8])([CH3:7])[CH3:6].[CH3:24]O. The yield is 0.700. The product is [C:5]([C:9]1[NH:10][C:11]2[C:16]([CH:17]=1)=[CH:15][C:14]([N+:18]([O-:20])=[O:19])=[CH:13][C:12]=2[C:21]([O:23][CH3:24])=[O:22])([CH3:8])([CH3:6])[CH3:7]. No catalyst specified. (3) The reactants are I[C:2]1[C:7]([O:8][CH3:9])=[CH:6][C:5]([O:10][CH3:11])=[CH:4][C:3]=1[O:12][CH3:13]. The catalyst is [Cu]. The product is [CH3:13][O:12][C:3]1[CH:4]=[C:5]([O:10][CH3:11])[CH:6]=[C:7]([O:8][CH3:9])[C:2]=1[C:2]1[C:7]([O:8][CH3:9])=[CH:6][C:5]([O:10][CH3:11])=[CH:4][C:3]=1[O:12][CH3:13]. The yield is 0.780. (4) The reactants are [CH3:1][O:2][C:3](=[O:23])[CH2:4][CH2:5][CH2:6][CH:7]1[CH2:12][CH2:11][N:10]([CH2:13][CH2:14]OCC2C=CC=CC=2)[CH2:9][CH2:8]1.[CH3:24][O:25][C:26](=O)[CH2:27][CH2:28][CH2:29][CH:30]1[CH2:35][CH2:34]NCC1. No catalyst specified. The product is [CH3:1][O:2][C:3](=[O:23])[CH2:4][CH2:5][CH2:6][CH:7]1[CH2:8][CH2:9][N:10]([CH2:13][CH2:14][CH2:24][O:25][CH2:26][C:27]2[CH:28]=[CH:29][CH:30]=[CH:35][CH:34]=2)[CH2:11][CH2:12]1. The yield is 0.400. (5) The product is [NH2:1][C@H:4]1[C@@H:9]([CH3:10])[CH2:8][N:7]([C:11]2[CH:16]=[CH:15][N:14]=[CH:13][C:12]=2[N:17]([C:25]([O:27][C:28]([CH3:30])([CH3:29])[CH3:31])=[O:26])[C:18]([O:20][C:21]([CH3:22])([CH3:23])[CH3:24])=[O:19])[CH2:6][C@H:5]1[NH:32][C:33]([O:35][C:36]([CH3:37])([CH3:39])[CH3:38])=[O:34]. The reactants are [N:1]([C@H:4]1[C@@H:9]([CH3:10])[CH2:8][N:7]([C:11]2[CH:16]=[CH:15][N:14]=[CH:13][C:12]=2[N:17]([C:25]([O:27][C:28]([CH3:31])([CH3:30])[CH3:29])=[O:26])[C:18]([O:20][C:21]([CH3:24])([CH3:23])[CH3:22])=[O:19])[CH2:6][C@H:5]1[NH:32][C:33]([O:35][C:36]([CH3:39])([CH3:38])[CH3:37])=[O:34])=[N+]=[N-].O.CP(C)C. The catalyst is C1COCC1. The yield is 1.05. (6) The reactants are [CH3:1][C:2]([CH3:31])([CH3:30])[C:3]([C:5]1[C:13]2[C:8](=[N:9][CH:10]=[C:11]([N:14]([CH3:21])[C:15]3[CH:20]=[CH:19][CH:18]=[CH:17][CH:16]=3)[N:12]=2)[N:7](COCC[Si](C)(C)C)[CH:6]=1)=[O:4].O.O.O.C([O-])(=O)C.[Na+]. The catalyst is ClCCl.FC(F)(F)C(O)=O. The product is [CH3:1][C:2]([CH3:31])([CH3:30])[C:3]([C:5]1[C:13]2[C:8](=[N:9][CH:10]=[C:11]([N:14]([CH3:21])[C:15]3[CH:20]=[CH:19][CH:18]=[CH:17][CH:16]=3)[N:12]=2)[NH:7][CH:6]=1)=[O:4]. The yield is 0.610. (7) The reactants are [N:1]1([CH2:6][CH2:7][O:8][C:9]2[CH:14]=[CH:13][C:12]([NH2:15])=[CH:11][CH:10]=2)[CH2:5][CH2:4][CH2:3][CH2:2]1.[F:16][C:17]1[CH:18]=[C:19]2[C:23](=[CH:24][CH:25]=1)[NH:22][C:21](=[O:26])[C:20]2=[CH:27]O. No catalyst specified. The product is [F:16][C:17]1[CH:18]=[C:19]2[C:23](=[CH:24][CH:25]=1)[NH:22][C:21](=[O:26])[C:20]2=[CH:27][NH:15][C:12]1[CH:11]=[CH:10][C:9]([O:8][CH2:7][CH2:6][N:1]2[CH2:5][CH2:4][CH2:3][CH2:2]2)=[CH:14][CH:13]=1. The yield is 0.690. (8) The reactants are [CH3:1][N:2]1[CH:6]=[C:5]([C:7]2[C:11]([CH3:12])=[C:10]([NH:13][C:14](=[O:35])[NH:15][CH2:16][C:17]3[CH:31]=[C:30]([CH2:32][O:33][CH3:34])[CH:29]=[CH:28][C:18]=3[CH2:19][NH:20]C(=O)OC(C)(C)C)[N:9]([C:36]3[CH:41]=[CH:40][CH:39]=[CH:38][CH:37]=3)[N:8]=2)[CH:4]=[N:3]1.FC(F)(F)C(O)=O. The catalyst is C(Cl)Cl. The product is [NH2:20][CH2:19][C:18]1[CH:28]=[CH:29][C:30]([CH2:32][O:33][CH3:34])=[CH:31][C:17]=1[CH2:16][NH:15][C:14]([NH:13][C:10]1[N:9]([C:36]2[CH:37]=[CH:38][CH:39]=[CH:40][CH:41]=2)[N:8]=[C:7]([C:5]2[CH:4]=[N:3][N:2]([CH3:1])[CH:6]=2)[C:11]=1[CH3:12])=[O:35]. The yield is 0.510. (9) The catalyst is ClCCl.CO. The product is [N:36]1([CH2:35][CH2:34][NH:33][C:24]([C:19]2[NH:20][C:21]3[C:17]([C:18]=2[C:27]2[CH:28]=[CH:29][N:30]=[CH:31][CH:32]=2)=[CH:16][C:15]([NH:14][S:11]([C:8]2[CH:7]=[CH:6][C:5]([C:1]([CH3:2])([CH3:3])[CH3:4])=[CH:10][CH:9]=2)(=[O:13])=[O:12])=[CH:23][CH:22]=3)=[O:25])[CH2:41][CH2:40][O:39][CH2:38][CH2:37]1. The reactants are [C:1]([C:5]1[CH:10]=[CH:9][C:8]([S:11]([NH:14][C:15]2[CH:16]=[C:17]3[C:21](=[CH:22][CH:23]=2)[NH:20][C:19]([C:24](O)=[O:25])=[C:18]3[C:27]2[CH:32]=[CH:31][N:30]=[CH:29][CH:28]=2)(=[O:13])=[O:12])=[CH:7][CH:6]=1)([CH3:4])([CH3:3])[CH3:2].[NH2:33][CH2:34][CH2:35][N:36]1[CH2:41][CH2:40][O:39][CH2:38][CH2:37]1. The yield is 0.320.